From a dataset of Forward reaction prediction with 1.9M reactions from USPTO patents (1976-2016). Predict the product of the given reaction. (1) Given the reactants C(OC([NH:8][CH:9]1[CH2:12][N:11]([C:13]2[C:23]([C:24]#[N:25])=[CH:22][C:16]([C:17]([O:19][CH2:20][CH3:21])=[O:18])=[C:15]([CH3:26])[N:14]=2)[CH2:10]1)=O)(C)(C)C.[ClH:27], predict the reaction product. The product is: [ClH:27].[ClH:27].[NH2:8][CH:9]1[CH2:10][N:11]([C:13]2[C:23]([C:24]#[N:25])=[CH:22][C:16]([C:17]([O:19][CH2:20][CH3:21])=[O:18])=[C:15]([CH3:26])[N:14]=2)[CH2:12]1. (2) Given the reactants C([O:3][C:4]([C:6]1[NH:10][C:9]2[CH:11]=[C:12]([Br:14])[S:13][C:8]=2[CH:7]=1)=[O:5])C.Cl, predict the reaction product. The product is: [Br:14][C:12]1[S:13][C:8]2[CH:7]=[C:6]([C:4]([OH:5])=[O:3])[NH:10][C:9]=2[CH:11]=1. (3) Given the reactants [N:1]1([C:5]2[N:10]=[CH:9][N:8]=[C:7]([NH:11][C:12]3[CH:20]=[CH:19][C:15]([C:16]([OH:18])=[O:17])=[CH:14][CH:13]=3)[CH:6]=2)[CH2:4][CH2:3][CH2:2]1.[Si](C=[N+]=[N-])(C)(C)[CH3:22], predict the reaction product. The product is: [CH3:22][O:17][C:16](=[O:18])[C:15]1[CH:19]=[CH:20][C:12]([NH:11][C:7]2[CH:6]=[C:5]([N:1]3[CH2:2][CH2:3][CH2:4]3)[N:10]=[CH:9][N:8]=2)=[CH:13][CH:14]=1. (4) Given the reactants [H-].[Na+].[OH:3][C@@H:4]1[CH2:9][CH2:8][C@H:7]([CH2:10][NH:11][C:12](=[O:23])[C:13]2[CH:18]=[CH:17][C:16]([O:19]COC)=[CH:15][CH:14]=2)[CH2:6][CH2:5]1.[Cl:24][C:25]1[CH:32]=[CH:31][C:28]([CH2:29]Br)=[CH:27][CH:26]=1.Cl.CO, predict the reaction product. The product is: [Cl:24][C:25]1[CH:32]=[CH:31][C:28]([CH2:29][O:3][C@@H:4]2[CH2:9][CH2:8][C@H:7]([CH2:10][NH:11][C:12](=[O:23])[C:13]3[CH:14]=[CH:15][C:16]([OH:19])=[CH:17][CH:18]=3)[CH2:6][CH2:5]2)=[CH:27][CH:26]=1. (5) Given the reactants [CH:1]12[O:8][CH:5]([CH2:6][CH2:7]1)[CH2:4][N:3]([C:9]1[N:14]=[C:13]([Cl:15])[N:12]=[C:11]3[N:16]([CH:19]4[CH2:24][CH2:23][N:22]([C:25](OC(C)(C)C)=O)[CH2:21][CH2:20]4)[N:17]=[CH:18][C:10]=13)[CH2:2]2.F[C:33](F)(F)[C:34](O)=O.FC(F)(F)C([O-])=O.C(O[BH-](OC(=O)C)OC(=O)C)(=O)C.[Na+].[CH2:60]([N:62](CC)[CH2:63]C)[CH3:61], predict the reaction product. The product is: [Cl:15][C:13]1[N:12]=[C:11]2[N:16]([CH:19]3[CH2:20][CH2:21][N:22]([CH2:25][C:61]4[CH:60]=[N:62][CH:63]=[CH:33][CH:34]=4)[CH2:23][CH2:24]3)[N:17]=[CH:18][C:10]2=[C:9]([N:3]2[CH2:2][CH:1]3[O:8][CH:5]([CH2:6][CH2:7]3)[CH2:4]2)[N:14]=1. (6) Given the reactants [CH:1]1([O:7][CH2:8][C:9]([CH2:15][O:16][CH3:17])([CH:12]([CH3:14])[CH3:13])[CH2:10][OH:11])[CH2:6][CH2:5][CH2:4][CH2:3][CH2:2]1.[H-].[Na+].[CH3:20]I, predict the reaction product. The product is: [CH:1]1([O:7][CH2:8][C:9]([CH2:10][O:11][CH3:20])([CH2:15][O:16][CH3:17])[CH:12]([CH3:14])[CH3:13])[CH2:6][CH2:5][CH2:4][CH2:3][CH2:2]1. (7) Given the reactants [NH:1]1[CH:5]=[CH:4][N:3]=[N:2]1.I[C:7]1[CH:12]=[CH:11][C:10](OC(F)(F)F)=[CH:9][CH:8]=1.C([O-])([O-])=O.[Cs+].[Cs+].O[C:25]1[CH:26]=[CH:27][CH:28]=[C:29]2[C:34]=1N=CC=C2, predict the reaction product. The product is: [C:7]1([N:1]2[CH:5]=[CH:4][N:3]([C:25]3[CH:26]=[CH:27][CH:28]=[CH:29][CH:34]=3)[NH:2]2)[CH:12]=[CH:11][CH:10]=[CH:9][CH:8]=1. (8) The product is: [C:15]1([C:25]2[CH:30]=[CH:29][CH:28]=[CH:27][CH:26]=2)[CH:20]=[CH:19][C:18]([C:21]2[N:7]([C:8]3[CH:13]=[CH:12][CH:11]=[CH:10][C:9]=3[F:14])[C:3]([CH:4]([CH3:6])[CH3:5])=[N:24][N:23]=2)=[CH:17][CH:16]=1. Given the reactants CS[C:3](=[N:7][C:8]1[CH:13]=[CH:12][CH:11]=[CH:10][C:9]=1[F:14])[CH:4]([CH3:6])[CH3:5].[C:15]1([C:25]2[CH:30]=[CH:29][CH:28]=[CH:27][CH:26]=2)[CH:20]=[CH:19][C:18]([C:21]([NH:23][NH2:24])=O)=[CH:17][CH:16]=1, predict the reaction product.